From a dataset of Reaction yield outcomes from USPTO patents with 853,638 reactions. Predict the reaction yield, written as a fraction of the theoretical maximum amount of product (1.0 means a 100% yield; for example, 0.34 means a 34% yield). The catalyst is O. The product is [C:10]([O:14][C:15]([NH:17][C@@H:18]([CH2:23][N:6]1[CH:7]=[C:3]([C:2]([F:9])([F:8])[F:1])[N:4]=[CH:5]1)[C:19]([O:21][CH3:22])=[O:20])=[O:16])([CH3:13])([CH3:12])[CH3:11]. The yield is 0.690. The reactants are [F:1][C:2]([F:9])([F:8])[C:3]1[N:4]=[CH:5][NH:6][CH:7]=1.[C:10]([O:14][C:15]([NH:17][C@@H:18]([CH2:23]I)[C:19]([O:21][CH3:22])=[O:20])=[O:16])([CH3:13])([CH3:12])[CH3:11].C(=O)([O-])[O-].[Cs+].[Cs+].CN(C=O)C.